Dataset: HIV replication inhibition screening data with 41,000+ compounds from the AIDS Antiviral Screen. Task: Binary Classification. Given a drug SMILES string, predict its activity (active/inactive) in a high-throughput screening assay against a specified biological target. (1) The compound is CS(=O)(=O)CCC1CCC(=O)O1. The result is 0 (inactive). (2) The drug is c1ccc(COc2ncccc2C2SCCCS2)cc1. The result is 0 (inactive). (3) The result is 0 (inactive). The molecule is O=C(C(=O)N1CCc2ccccc21)c1c[nH]c2ccccc12. (4) The compound is CP1(=S)CCC2=C1c1ccc(O)cc1CC2. The result is 0 (inactive).